From a dataset of Forward reaction prediction with 1.9M reactions from USPTO patents (1976-2016). Predict the product of the given reaction. Given the reactants [NH2:1][CH:2]([C:22]1[CH:27]=[CH:26][C:25]([Cl:28])=[CH:24][CH:23]=1)[C:3]1[N:7]([CH:8]([CH3:10])[CH3:9])[C:6]([C:11]2[CH2:12][CH2:13][O:14][CH2:15][CH:16]=2)=[N:5][C:4]=1[C:17]([O:19]CC)=[O:18].Cl, predict the reaction product. The product is: [NH2:1][CH:2]([C:22]1[CH:23]=[CH:24][C:25]([Cl:28])=[CH:26][CH:27]=1)[C:3]1[N:7]([CH:8]([CH3:10])[CH3:9])[C:6]([C:11]2[CH2:12][CH2:13][O:14][CH2:15][CH:16]=2)=[N:5][C:4]=1[C:17]([OH:19])=[O:18].